Predict which catalyst facilitates the given reaction. From a dataset of Catalyst prediction with 721,799 reactions and 888 catalyst types from USPTO. (1) Reactant: [CH3:1][N:2]([CH3:10])[C:3](=[O:9])[O:4][C:5]([CH3:8])([CH3:7])[CH3:6].CN(C)CCN(C)C.C([Li])(CC)C.[CH3:24][N:25]([CH2:27][C:28]1[CH:35]=[CH:34][C:31]([CH:32]=[O:33])=[CH:30][CH:29]=1)[CH3:26].[Cl-].[NH4+]. Product: [CH3:26][N:25]([CH2:27][C:28]1[CH:35]=[CH:34][C:31]([CH:32]([OH:33])[CH2:1][N:2]([CH3:10])[C:3](=[O:9])[O:4][C:5]([CH3:8])([CH3:7])[CH3:6])=[CH:30][CH:29]=1)[CH3:24]. The catalyst class is: 1. (2) Reactant: [F:1][C:2]1[CH:14]=[C:13]([N+:15]([O-])=O)[CH:12]=[CH:11][C:3]=1[CH2:4][N:5]1[CH2:9][CH2:8][O:7][C:6]1=[O:10].C(O)(=O)C.[OH-].[Na+]. Product: [NH2:15][C:13]1[CH:12]=[CH:11][C:3]([CH2:4][N:5]2[CH2:9][CH2:8][O:7][C:6]2=[O:10])=[C:2]([F:1])[CH:14]=1. The catalyst class is: 186. (3) Reactant: [Br:1][C:2]1[C:11]([OH:12])=[CH:10][CH:9]=[C:8]2[C:3]=1[CH:4]=[CH:5][C:6]([CH2:13][N:14]([CH3:28])[C:15]([C:17]1[C:21]3[CH:22]=[CH:23][CH:24]=[CH:25][C:20]=3[O:19][C:18]=1[CH2:26][CH3:27])=[O:16])=[CH:7]2.Br[CH2:30][C:31]#[N:32].C(=O)([O-])[O-].[K+].[K+]. Product: [Br:1][C:2]1[C:11]([O:12][CH2:30][C:31]#[N:32])=[CH:10][CH:9]=[C:8]2[C:3]=1[CH:4]=[CH:5][C:6]([CH2:13][N:14]([CH3:28])[C:15]([C:17]1[C:21]3[CH:22]=[CH:23][CH:24]=[CH:25][C:20]=3[O:19][C:18]=1[CH2:26][CH3:27])=[O:16])=[CH:7]2. The catalyst class is: 39. (4) Reactant: ClC(Cl)(O[C:5](=[O:11])[O:6][C:7](Cl)(Cl)Cl)Cl.C(N(CC)CC)C.[F:20][C:21]([F:49])(CO)[CH2:22][N:23]1[C:27]([C:28]2[CH:33]=[CH:32][C:31]([F:34])=[CH:30][CH:29]=2)=[C:26]([C:35]2[CH:36]=[CH:37][C:38]3[O:43][CH2:42][C:41](=[O:44])[NH:40][C:39]=3[CH:45]=2)[C:25]([CH3:46])=[N:24]1.[OH:50][CH2:51][CH2:52][NH2:53]. Product: [OH:50][CH2:51][CH2:52][NH:53][C:5](=[O:11])[O:6][CH2:7][C:21]([F:49])([F:20])[CH2:22][N:23]1[C:27]([C:28]2[CH:29]=[CH:30][C:31]([F:34])=[CH:32][CH:33]=2)=[C:26]([C:35]2[CH:36]=[CH:37][C:38]3[O:43][CH2:42][C:41](=[O:44])[NH:40][C:39]=3[CH:45]=2)[C:25]([CH3:46])=[N:24]1. The catalyst class is: 47.